This data is from Reaction yield outcomes from USPTO patents with 853,638 reactions. The task is: Predict the reaction yield, written as a fraction of the theoretical maximum amount of product (1.0 means a 100% yield; for example, 0.34 means a 34% yield). (1) The reactants are [CH3:1][N:2]1[C:6]([CH2:7][C:8]([C:10]2[CH:15]=[CH:14][CH:13]=[CH:12][CH:11]=2)=O)=[N:5][N:4]=[N:3]1.[NH2:16][C:17]([NH2:19])=[S:18].[OH-].[Na+]. The catalyst is ClCCCl.CCOCC. The product is [CH3:1][N:2]1[C:6]([C:7]2[S:18][C:17]([NH2:19])=[N:16][C:8]=2[C:10]2[CH:15]=[CH:14][CH:13]=[CH:12][CH:11]=2)=[N:5][N:4]=[N:3]1. The yield is 0.580. (2) The reactants are Br[C:2]1[CH:7]=[CH:6][C:5]([S:8]([NH:11][CH3:12])(=[O:10])=[O:9])=[CH:4][CH:3]=1.[NH2:13][C:14]1[CH:15]=[C:16](B(O)O)[CH:17]=[CH:18][CH:19]=1.C(=O)([O-])[O-].[K+].[K+].O. The catalyst is CN(C=O)C.C1C=CC([P]([Pd]([P](C2C=CC=CC=2)(C2C=CC=CC=2)C2C=CC=CC=2)([P](C2C=CC=CC=2)(C2C=CC=CC=2)C2C=CC=CC=2)[P](C2C=CC=CC=2)(C2C=CC=CC=2)C2C=CC=CC=2)(C2C=CC=CC=2)C2C=CC=CC=2)=CC=1. The product is [NH2:13][C:14]1[CH:19]=[C:18]([C:2]2[CH:7]=[CH:6][C:5]([S:8]([NH:11][CH3:12])(=[O:10])=[O:9])=[CH:4][CH:3]=2)[CH:17]=[CH:16][CH:15]=1. The yield is 0.500. (3) The reactants are [O:1]1[CH2:6][CH2:5][CH:4]([CH2:7][CH2:8][N:9]2[CH2:14][CH2:13][C:12](=O)[CH2:11][CH2:10]2)[O:3][CH2:2]1.[F:16][C:17]1[CH:24]=[CH:23][C:20]([CH2:21][NH2:22])=[CH:19][CH:18]=1.C(O)(=O)C.C([BH3-])#N.[Na+]. The catalyst is CO. The product is [O:1]1[CH2:6][CH2:5][CH:4]([CH2:7][CH2:8][N:9]2[CH2:14][CH2:13][CH:12]([NH:22][CH2:21][C:20]3[CH:23]=[CH:24][C:17]([F:16])=[CH:18][CH:19]=3)[CH2:11][CH2:10]2)[O:3][CH2:2]1. The yield is 0.580. (4) The product is [CH3:3][C:4]1[CH:13]=[C:12]([CH3:14])[C:11]2[CH2:10][CH2:9][CH2:8][CH2:7][C:6]=2[C:5]=1[N:15]1[C:19]([C:20]([F:22])([F:21])[F:23])=[N:18][N:17]=[C:16]1[S:24][CH2:25][C:26]([OH:28])=[O:27]. The catalyst is C1COCC1.CO.O. The reactants are [OH-].[Li+].[CH3:3][C:4]1[CH:13]=[C:12]([CH3:14])[C:11]2[CH2:10][CH2:9][CH2:8][CH2:7][C:6]=2[C:5]=1[N:15]1[C:19]([C:20]([F:23])([F:22])[F:21])=[N:18][N:17]=[C:16]1[S:24][CH2:25][C:26]([O:28]CC)=[O:27]. The yield is 0.980. (5) The reactants are [CH2:1]([C:3]1[CH:4]=[N:5][C:6]([N:9]2[CH2:14][CH2:13][NH:12][C@@H:11]([CH3:15])[CH2:10]2)=[N:7][CH:8]=1)[CH3:2].C[C@@H]1N([C:23]2[N:28]=[CH:27][C:26](B3OC(C)(C)C(C)(C)O3)=[CH:25][N:24]=2)CCN(C(OC(C)(C)C)=O)C1.Br[C:46]1[CH:51]=[CH:50][C:49]([N:52]2[C:56](=[O:57])[N:55]([CH3:58])[N:54]=[CH:53]2)=[C:48]([F:59])[CH:47]=1. No catalyst specified. The product is [CH2:1]([C:3]1[CH:4]=[N:5][C:6]([N:9]2[CH2:14][CH2:13][N:12]([C:23]3[N:24]=[CH:25][C:26]([C:46]4[CH:51]=[CH:50][C:49]([N:52]5[C:56](=[O:57])[N:55]([CH3:58])[N:54]=[CH:53]5)=[C:48]([F:59])[CH:47]=4)=[CH:27][N:28]=3)[C@@H:11]([CH3:15])[CH2:10]2)=[N:7][CH:8]=1)[CH3:2]. The yield is 0.171. (6) The reactants are [CH3:1][N:2]1[C@@H:12]2[CH2:13][C:14]3[CH:19]=[CH:18][C:17]([O:20][CH3:21])=[C:16]4[O:22][CH:6]5[C:7]([CH:9]=[CH:10][C@:11]2([OH:23])[C@:5]5([C:15]=34)[CH2:4][CH2:3]1)=[O:8].P(=O)(O)(O)O.[OH-].[Na+].NC(N)=S.[H][H]. The catalyst is [Pd].C1COCC1. The product is [CH3:1][N:2]1[C@@H:12]2[CH2:13][C:14]3[CH:19]=[CH:18][C:17]([O:20][CH3:21])=[C:16]4[O:22][C@H:6]5[C:7]([CH2:9][CH2:10][C@:11]2([OH:23])[C@:5]5([C:15]=34)[CH2:4][CH2:3]1)=[O:8]. The yield is 0.910. (7) The reactants are [C:1]([O:5][C:6]([N:8]1[C@@H:17]([C:18](O)=[O:19])[CH2:16][C:15]2[C:10](=[CH:11][CH:12]=[CH:13][CH:14]=2)[CH2:9]1)=[O:7])([CH3:4])([CH3:3])[CH3:2].C(N(CC)CC)C.ClC(OCC)=O.[BH4-].[Na+]. The catalyst is C1COCC1.CO. The product is [OH:19][CH2:18][C@H:17]1[CH2:16][C:15]2[C:10](=[CH:11][CH:12]=[CH:13][CH:14]=2)[CH2:9][N:8]1[C:6]([O:5][C:1]([CH3:4])([CH3:3])[CH3:2])=[O:7]. The yield is 0.910. (8) The reactants are [OH:1][C:2]1[C:3]([C:12]([OH:14])=[O:13])=[CH:4][C:5]2[C:10]([CH:11]=1)=[CH:9][CH:8]=[CH:7][CH:6]=2.[I:15]Cl. The catalyst is C(O)(=O)C. The product is [I:15][C:11]1[C:10]2[C:5](=[CH:6][CH:7]=[CH:8][CH:9]=2)[CH:4]=[C:3]([C:12]([OH:14])=[O:13])[C:2]=1[OH:1]. The yield is 0.850. (9) The reactants are COC(C1C=C(O)C2C(=C(N)C=CC=2)N=1)=O.C[O:18][C:19]([C:21]1[CH:30]=[C:29]([C:31]2[CH:36]=[CH:35][CH:34]=[CH:33][CH:32]=2)[C:28]2[C:23](=[C:24]([NH2:37])[CH:25]=[CH:26][CH:27]=2)[N:22]=1)=[O:20]. No catalyst specified. The product is [NH2:37][C:24]1[CH:25]=[CH:26][CH:27]=[C:28]2[C:23]=1[N:22]=[C:21]([C:19]([OH:20])=[O:18])[CH:30]=[C:29]2[C:31]1[CH:36]=[CH:35][CH:34]=[CH:33][CH:32]=1. The yield is 0.930. (10) The reactants are C[O:2][C:3](=O)[C:4]1[CH:9]=[CH:8][CH:7]=[C:6]([O:10][CH2:11][N:12]2[CH:16]=[CH:15][CH:14]=[N:13]2)[CH:5]=1.[NH3:18]. The catalyst is O. The product is [N:12]1([CH2:11][O:10][C:6]2[CH:5]=[C:4]([CH:9]=[CH:8][CH:7]=2)[C:3]([NH2:18])=[O:2])[CH:16]=[CH:15][CH:14]=[N:13]1. The yield is 0.190.